Dataset: Catalyst prediction with 721,799 reactions and 888 catalyst types from USPTO. Task: Predict which catalyst facilitates the given reaction. (1) Reactant: [F:1][B-](F)(F)F.[H+].[C:7]([C:11]1[CH:12]=[C:13]([CH:15]=[CH:16][CH:17]=1)N)([CH3:10])([CH3:9])[CH3:8].N([O-])=O.[Na+]. The catalyst class is: 6. Product: [C:7]([C:11]1[CH:17]=[CH:16][CH:15]=[C:13]([F:1])[CH:12]=1)([CH3:10])([CH3:9])[CH3:8]. (2) Reactant: [CH3:1][C:2]1[CH:7]=[CH:6][N:5]=[CH:4][C:3]=1[N:8]1[CH2:12][CH2:11][NH:10][C:9]1=[O:13].Br[C:15]1[CH:16]=[CH:17][C:18]2[O:22][CH2:21][CH2:20][C:19]=2[CH:23]=1.N[C@@H]1CCCC[C@H]1N.P([O-])([O-])([O-])=O.[K+].[K+].[K+]. Product: [O:22]1[C:18]2[CH:17]=[CH:16][C:15]([N:10]3[CH2:11][CH2:12][N:8]([C:3]4[CH:4]=[N:5][CH:6]=[CH:7][C:2]=4[CH3:1])[C:9]3=[O:13])=[CH:23][C:19]=2[CH2:20][CH2:21]1. The catalyst class is: 246. (3) Reactant: [F:1][C:2]([F:41])([F:40])[C:3]1[CH:4]=[C:5]([C@H:13]2[O:17][C:16](=[O:18])[N:15]([CH2:19][C:20]3[CH:25]=[C:24](Br)[CH:23]=[CH:22][C:21]=3[C:27]3[CH:32]=[C:31]([CH:33]([CH3:35])[CH3:34])[C:30]([F:36])=[CH:29][C:28]=3[O:37][CH3:38])[C@H:14]2[CH3:39])[CH:6]=[C:7]([C:9]([F:12])([F:11])[F:10])[CH:8]=1.[Cu][C:43]#[N:44].N#N. Product: [F:1][C:2]([F:41])([F:40])[C:3]1[CH:4]=[C:5]([C@H:13]2[O:17][C:16](=[O:18])[N:15]([CH2:19][C:20]3[CH:25]=[C:24]([C:43]#[N:44])[CH:23]=[CH:22][C:21]=3[C:27]3[CH:32]=[C:31]([CH:33]([CH3:35])[CH3:34])[C:30]([F:36])=[CH:29][C:28]=3[O:37][CH3:38])[C@H:14]2[CH3:39])[CH:6]=[C:7]([C:9]([F:12])([F:11])[F:10])[CH:8]=1. The catalyst class is: 9.